Dataset: Full USPTO retrosynthesis dataset with 1.9M reactions from patents (1976-2016). Task: Predict the reactants needed to synthesize the given product. (1) Given the product [Cl:21][C:16]1[CH:15]=[C:14]([CH:6]2[C:5]3[C:10](=[CH:11][C:2]([B:22]4[O:26][C:25]([CH3:28])([CH3:27])[C:24]([CH3:30])([CH3:29])[O:23]4)=[CH:3][CH:4]=3)[C:9]([CH3:13])([CH3:12])[NH:8][CH2:7]2)[CH:19]=[CH:18][C:17]=1[Cl:20], predict the reactants needed to synthesize it. The reactants are: Br[C:2]1[CH:11]=[C:10]2[C:5]([CH:6]([C:14]3[CH:19]=[CH:18][C:17]([Cl:20])=[C:16]([Cl:21])[CH:15]=3)[CH2:7][NH:8][C:9]2([CH3:13])[CH3:12])=[CH:4][CH:3]=1.[B:22]1([B:22]2[O:26][C:25]([CH3:28])([CH3:27])[C:24]([CH3:30])([CH3:29])[O:23]2)[O:26][C:25]([CH3:28])([CH3:27])[C:24]([CH3:30])([CH3:29])[O:23]1.C([O-])(=O)C.[K+]. (2) Given the product [F:36][C:33]([F:34])([F:35])[C:25]1[CH:24]=[C:23]([NH:22][NH:21][C:19](=[O:20])[CH:18]([N:16]2[CH2:17][CH2:12][NH:13][CH2:14][CH2:15]2)[C:37]2[CH:42]=[CH:41][CH:40]=[CH:39][N:38]=2)[CH:28]=[C:27]([C:29]([F:30])([F:31])[F:32])[CH:26]=1, predict the reactants needed to synthesize it. The reactants are: C(O)(C(F)(F)F)=O.CC([CH:12]1[CH2:17][N:16]([CH:18]([C:37]2[CH:42]=[CH:41][CH:40]=[CH:39][N:38]=2)[C:19]([NH:21][NH:22][C:23]2[CH:28]=[C:27]([C:29]([F:32])([F:31])[F:30])[CH:26]=[C:25]([C:33]([F:36])([F:35])[F:34])[CH:24]=2)=[O:20])[CH2:15][CH2:14][N:13]1C([O-])=O)(C)C. (3) Given the product [OH:3][C:4]1[C:13]2[C:8](=[CH:9][CH:10]=[CH:11][CH:12]=2)[C:7]([C:14]2[N:15]3[CH2:22][CH2:21][N:20]=[C:16]3[S:17][C:18]=2[CH3:19])=[CH:6][CH:5]=1, predict the reactants needed to synthesize it. The reactants are: Br.C[O:3][C:4]1[C:13]2[C:8](=[CH:9][CH:10]=[CH:11][CH:12]=2)[C:7]([C:14]2[N:15]3[CH2:22][CH2:21][N:20]=[C:16]3[S:17][C:18]=2[CH3:19])=[CH:6][CH:5]=1.B(Br)(Br)Br.Br. (4) Given the product [Cl:38][C:35]1[CH:36]=[CH:37][C:32]([C:30]2[N:31]=[C:27]([NH:26][C:25]([C:22]3[CH:23]=[CH:24][C:19]([S:16]([NH:15][CH:7]([CH2:8][C:9]4[CH:10]=[CH:11][CH:12]=[CH:13][CH:14]=4)[C:6]([OH:48])=[O:5])(=[O:17])=[O:18])=[CH:20][CH:21]=3)=[O:47])[S:28][C:29]=2[C:39]2[CH:40]=[CH:41][C:42]([CH2:45][CH3:46])=[CH:43][CH:44]=2)=[CH:33][CH:34]=1, predict the reactants needed to synthesize it. The reactants are: C([O:5][C:6](=[O:48])[CH:7]([NH:15][S:16]([C:19]1[CH:24]=[CH:23][C:22]([C:25](=[O:47])[NH:26][C:27]2[S:28][C:29]([C:39]3[CH:44]=[CH:43][C:42]([CH2:45][CH3:46])=[CH:41][CH:40]=3)=[C:30]([C:32]3[CH:37]=[CH:36][C:35]([Cl:38])=[CH:34][CH:33]=3)[N:31]=2)=[CH:21][CH:20]=1)(=[O:18])=[O:17])[CH2:8][C:9]1[CH:14]=[CH:13][CH:12]=[CH:11][CH:10]=1)(C)(C)C.FC(F)(F)C(O)=O. (5) Given the product [Cl:1][C:2]1[CH:9]=[C:8]([N:10]([CH2:16][C:17]2[CH:18]=[CH:19][CH:20]=[CH:21][CH:22]=2)[C@H:11]2[CH2:15][CH2:14][N:13]([S:26]([CH2:23][CH2:24][CH3:25])(=[O:28])=[O:27])[CH2:12]2)[CH:7]=[CH:6][C:3]=1[C:4]#[N:5], predict the reactants needed to synthesize it. The reactants are: [Cl:1][C:2]1[CH:9]=[C:8]([N:10]([CH2:16][C:17]2[CH:22]=[CH:21][CH:20]=[CH:19][CH:18]=2)[C@H:11]2[CH2:15][CH2:14][NH:13][CH2:12]2)[CH:7]=[CH:6][C:3]=1[C:4]#[N:5].[CH2:23]([S:26](Cl)(=[O:28])=[O:27])[CH2:24][CH3:25]. (6) Given the product [Cl:1][C:2]1[C:3]([F:14])=[C:4]([C@@H:8]2[CH2:10][C@H:9]2[C:11]([N:25]=[N+:26]=[N-:27])=[O:12])[CH:5]=[CH:6][CH:7]=1, predict the reactants needed to synthesize it. The reactants are: [Cl:1][C:2]1[C:3]([F:14])=[C:4]([C@@H:8]2[CH2:10][C@H:9]2[C:11](O)=[O:12])[CH:5]=[CH:6][CH:7]=1.C[C@@]1([N:25]=[N+:26]=[N-:27])C[C@H]1C1C=CC=CC=1. (7) Given the product [Cl:13][C:14]1[CH:15]=[CH:16][C:17]([C:18]([OH:19])([C:7]2[CH:8]=[N:9][CH:10]=[CH:11][CH:12]=2)[C:20]2[CH:21]=[C:22]3[C:27](=[CH:28][CH:29]=2)[N:26]([CH3:30])[C:25](=[O:31])[CH:24]=[C:23]3[CH2:32][CH2:33][C:34]2[S:35][C:36]([Cl:39])=[CH:37][CH:38]=2)=[CH:40][CH:41]=1, predict the reactants needed to synthesize it. The reactants are: [Li]CCCC.Br[C:7]1[CH:8]=[N:9][CH:10]=[CH:11][CH:12]=1.[Cl:13][C:14]1[CH:41]=[CH:40][C:17]([C:18]([C:20]2[CH:21]=[C:22]3[C:27](=[CH:28][CH:29]=2)[N:26]([CH3:30])[C:25](=[O:31])[CH:24]=[C:23]3[CH2:32][CH2:33][C:34]2[S:35][C:36]([Cl:39])=[CH:37][CH:38]=2)=[O:19])=[CH:16][CH:15]=1.C1COCC1. (8) Given the product [F:26][C:21]1[CH:22]=[CH:23][CH:24]=[CH:25][C:20]=1[C:19]([N:14]1[CH2:15][CH2:16][C:17]2[N:18]=[C:10]([CH2:9][O:7][C:1]3[CH:6]=[CH:5][CH:4]=[CH:3][CH:2]=3)[S:11][C:12]=2[CH2:13]1)=[O:27], predict the reactants needed to synthesize it. The reactants are: [C:1]1([OH:7])[CH:6]=[CH:5][CH:4]=[CH:3][CH:2]=1.Cl[CH2:9][C:10]1[S:11][C:12]2[CH2:13][N:14]([C:19](=[O:27])[C:20]3[CH:25]=[CH:24][CH:23]=[CH:22][C:21]=3[F:26])[CH2:15][CH2:16][C:17]=2[N:18]=1.C([O-])([O-])=O.[K+].[K+]. (9) Given the product [Cl:9][C:3]1[N:4]=[CH:5][N:6]=[C:7]([NH:25][CH2:17][CH2:18][C:19]2[CH:24]=[CH:23][CH:22]=[CH:21][CH:20]=2)[C:2]=1[NH2:1], predict the reactants needed to synthesize it. The reactants are: [NH2:1][C:2]1[C:3]([Cl:9])=[N:4][CH:5]=[N:6][C:7]=1Cl.CCN(CC)CC.[CH2:17]([NH2:25])[CH2:18][C:19]1[CH:24]=[CH:23][CH:22]=[CH:21][CH:20]=1. (10) Given the product [C:14]([NH:7][C:6]1[CH:8]=[CH:9][C:3]([C:1]#[N:2])=[C:4]([C:10]([F:11])([F:12])[F:13])[CH:5]=1)(=[O:18])[C:15]([CH3:17])=[CH2:16], predict the reactants needed to synthesize it. The reactants are: [C:1]([C:3]1[CH:9]=[CH:8][C:6]([NH2:7])=[CH:5][C:4]=1[C:10]([F:13])([F:12])[F:11])#[N:2].[C:14](Cl)(=[O:18])[C:15]([CH3:17])=[CH2:16].